Dataset: Full USPTO retrosynthesis dataset with 1.9M reactions from patents (1976-2016). Task: Predict the reactants needed to synthesize the given product. (1) Given the product [O:45]1[CH2:50][CH2:49][CH:48]([NH:51][C:15]([C:14]2[CH:13]=[C:12]([C@@H:10]3[CH2:11][C@H:9]3[NH:8][C:6](=[O:7])[O:5][C:1]([CH3:2])([CH3:3])[CH3:4])[CH:20]=[CH:19][CH:18]=2)=[O:17])[CH2:47][CH2:46]1, predict the reactants needed to synthesize it. The reactants are: [C:1]([O:5][C:6]([NH:8][C@@H:9]1[CH2:11][C@H:10]1[C:12]1[CH:13]=[C:14]([CH:18]=[CH:19][CH:20]=1)[C:15]([OH:17])=O)=[O:7])([CH3:4])([CH3:3])[CH3:2].F[P-](F)(F)(F)(F)F.N1(OC(N(C)C)=[N+](C)C)C2N=CC=CC=2N=N1.[O:45]1[CH2:50][CH2:49][CH:48]([NH2:51])[CH2:47][CH2:46]1.C(N(CC)CC)C. (2) Given the product [CH3:19][C:18]1[O:17][N:16]=[C:15]([C:20]2[CH:21]=[CH:22][CH:23]=[CH:24][CH:25]=2)[C:14]=1[C:13]1[N:7]2[CH2:6][C:5]3[C:9]([C:8]2=[N:11][N:12]=1)=[CH:10][C:2]([C:31]1[CH:32]=[N:33][CH:34]=[CH:35][CH:36]=1)=[CH:3][CH:4]=3, predict the reactants needed to synthesize it. The reactants are: Br[C:2]1[CH:10]=[C:9]2[C:5]([CH2:6][N:7]3[C:13]([C:14]4[C:15]([C:20]5[CH:25]=[CH:24][CH:23]=[CH:22][CH:21]=5)=[N:16][O:17][C:18]=4[CH3:19])=[N:12][N:11]=[C:8]32)=[CH:4][CH:3]=1.C([Sn](CCCC)(CCCC)[C:31]1[CH:32]=[N:33][CH:34]=[CH:35][CH:36]=1)CCC. (3) The reactants are: C[C:2]1[NH:3][C:4]2[C:9]([CH:10]=1)=[CH:8][C:7]([N:11]1[CH2:16][CH2:15][NH:14][CH2:13][CH2:12]1)=[CH:6][CH:5]=2.Cl[CH2:18][C:19]([C:21]1[CH:22]=[CH:23][C:24]2[O:29][CH2:28][C:27](=[O:30])[NH:26][C:25]=2[CH:31]=1)=[O:20].[C:32](#N)C. Given the product [CH3:32][C:4]1[NH:3][C:2]2[C:6]([CH:5]=1)=[C:7]([N:11]1[CH2:12][CH2:13][N:14]([CH2:18][C:19]([C:21]3[CH:22]=[CH:23][C:24]4[O:29][CH2:28][C:27](=[O:30])[NH:26][C:25]=4[CH:31]=3)=[O:20])[CH2:15][CH2:16]1)[CH:8]=[CH:9][CH:10]=2, predict the reactants needed to synthesize it. (4) Given the product [F:33][C:34]1[CH:39]=[C:38]2[C:37]([CH:40]([CH3:62])[CH:41]([CH3:61])[C:42]([OH:60])([C:56]([F:58])([F:57])[F:59])[CH:43]2[NH:44][C:45]2[CH:54]=[CH:53][CH:52]=[C:51]3[C:46]=2[CH:47]=[CH:48][O:49][C:50]3=[O:55])=[C:36]([OH:63])[CH:35]=1, predict the reactants needed to synthesize it. The reactants are: FC1C=CC(C(CC)CC(O)(C(F)(F)F)C=NC2C=CC=C3C=2C=COC3=O)=C(OC)C=1.[F:33][C:34]1[CH:39]=[CH:38][C:37]([CH:40]([CH3:62])[CH:41]([CH3:61])[C:42]([OH:60])([C:56]([F:59])([F:58])[F:57])[CH:43]=[N:44][C:45]2[CH:54]=[CH:53][CH:52]=[C:51]3[C:46]=2[CH:47]=[CH:48][O:49][C:50]3=[O:55])=[C:36]([O:63]C)[CH:35]=1.B(Br)(Br)Br. (5) Given the product [CH3:7][C:8]1[CH:9]=[C:10]([SH:15])[CH:11]=[CH:12][C:13]=1[OH:14], predict the reactants needed to synthesize it. The reactants are: [H-].[H-].[H-].[H-].[Al+3].[Li+].[CH3:7][C:8]1[CH:9]=[C:10]([S:15]C#N)[CH:11]=[CH:12][C:13]=1[OH:14].O.